From a dataset of CYP3A4 inhibition data for predicting drug metabolism from PubChem BioAssay. Regression/Classification. Given a drug SMILES string, predict its absorption, distribution, metabolism, or excretion properties. Task type varies by dataset: regression for continuous measurements (e.g., permeability, clearance, half-life) or binary classification for categorical outcomes (e.g., BBB penetration, CYP inhibition). Dataset: cyp3a4_veith. (1) The compound is c1cncc(-c2ccc3ncnc(NCCN4CCOCC4)c3c2)c1. The result is 1 (inhibitor). (2) The molecule is Cc1cccc(Cc2c(C)nc3nc(SCC(=O)NCc4ccco4)nn3c2C)c1. The result is 1 (inhibitor).